From a dataset of Forward reaction prediction with 1.9M reactions from USPTO patents (1976-2016). Predict the product of the given reaction. (1) Given the reactants FC(F)(F)C1C=CC(COC2C=CC=CC=2CO)=CC=1.C[O:22][C:23](=[O:55])[CH2:24][O:25][C:26]1[CH:34]=[CH:33][C:32]([S:35][CH2:36][C:37]2[CH:42]=[CH:41][CH:40]=[CH:39][C:38]=2[O:43][CH2:44][C:45]2[CH:50]=[CH:49][C:48]([C:51]([F:54])([F:53])[F:52])=[CH:47][CH:46]=2)=[C:31]2[C:27]=1[CH2:28][CH2:29][CH2:30]2, predict the reaction product. The product is: [F:53][C:51]([F:52])([F:54])[C:48]1[CH:49]=[CH:50][C:45]([CH2:44][O:43][C:38]2[CH:39]=[CH:40][CH:41]=[CH:42][C:37]=2[CH2:36][S:35][C:32]2[CH:33]=[CH:34][C:26]([O:25][CH2:24][C:23]([OH:55])=[O:22])=[C:27]3[C:31]=2[CH2:30][CH2:29][CH2:28]3)=[CH:46][CH:47]=1. (2) Given the reactants [Cl:1][C:2]1[CH:3]=[C:4]([S:18]([NH2:21])(=[O:20])=[O:19])[CH:5]=[C:6]([Cl:17])[C:7]=1[N:8]1[C:13]([CH3:14])=[CH:12][C:11]([OH:15])=[CH:10][C:9]1=[O:16].[Br:22]N1C(=O)CCC1=O.[F:30][C:31]1[CH:38]=[C:37]([F:39])[CH:36]=[CH:35][C:32]=1[CH2:33]Br.C(=O)([O-])[O-].[K+].[K+], predict the reaction product. The product is: [Br:22][C:10]1[C:9](=[O:16])[N:8]([C:7]2[C:6]([Cl:17])=[CH:5][C:4]([S:18]([NH2:21])(=[O:19])=[O:20])=[CH:3][C:2]=2[Cl:1])[C:13]([CH3:14])=[CH:12][C:11]=1[O:15][CH2:33][C:32]1[CH:35]=[CH:36][C:37]([F:39])=[CH:38][C:31]=1[F:30]. (3) Given the reactants [P:1]([O-])([O:11][CH2:12][C:13]1[CH:18]=[CH:17][CH:16]=[CH:15][CH:14]=1)([O:3][CH2:4][C:5]1[CH:10]=[CH:9][CH:8]=[CH:7][CH:6]=1)=[O:2].C(Cl)(=O)C([Cl:23])=O.CN(C=O)C, predict the reaction product. The product is: [P:1]([Cl:23])([O:11][CH2:12][C:13]1[CH:18]=[CH:17][CH:16]=[CH:15][CH:14]=1)([O:3][CH2:4][C:5]1[CH:10]=[CH:9][CH:8]=[CH:7][CH:6]=1)=[O:2]. (4) Given the reactants [C:1]([O:5][C:6](=[O:37])[NH:7][C@H:8]1[CH2:13][CH2:12][CH2:11][N:10]([C:14]2[NH:22][C:21]3[C:20](=[O:23])[N:19]([CH2:24][C:25]([C:27]4[CH:32]=[CH:31][CH:30]=[C:29]([O:33][CH3:34])[CH:28]=4)=[O:26])[CH:18]=[N:17][C:16]=3[C:15]=2[C:35]#[N:36])[CH2:9]1)([CH3:4])([CH3:3])[CH3:2].[I-].[K+].Cl.Cl[CH2:42][C:43]1[CH:48]=[CH:47][CH:46]=[CH:45][N:44]=1.C(N(C(C)C)CC)(C)C, predict the reaction product. The product is: [C:1]([O:5][C:6](=[O:37])[NH:7][C@H:8]1[CH2:13][CH2:12][CH2:11][N:10]([C:14]2[N:22]([CH2:42][C:43]3[CH:48]=[CH:47][CH:46]=[CH:45][N:44]=3)[C:21]3[C:20](=[O:23])[N:19]([CH2:24][C:25]([C:27]4[CH:32]=[CH:31][CH:30]=[C:29]([O:33][CH3:34])[CH:28]=4)=[O:26])[CH:18]=[N:17][C:16]=3[C:15]=2[C:35]#[N:36])[CH2:9]1)([CH3:4])([CH3:2])[CH3:3]. (5) Given the reactants [CH3:1][C@@:2]12[CH2:7][C@@H:6]1[C:5](=O)[CH2:4][C@@H:3]2[C:9]([O:11][CH2:12][CH3:13])=[O:10].[CH3:14][C@:15]12[CH2:20][C@H:19]1[C:18](=O)[CH2:17][C@H:16]2[C:22]([O:24][CH2:25][CH3:26])=[O:23].[NH3:27].[BH4-].[Na+].[NH4+].[OH-], predict the reaction product. The product is: [NH2:27][C@H:5]1[C@@H:6]2[C@@:2]([CH3:1])([CH2:7]2)[C@@H:3]([C:9]([O:11][CH2:12][CH3:13])=[O:10])[CH2:4]1.[NH2:27][C@@H:18]1[C@H:19]2[C@:15]([CH3:14])([CH2:20]2)[C@H:16]([C:22]([O:24][CH2:25][CH3:26])=[O:23])[CH2:17]1. (6) The product is: [F:1][C:2]([F:21])([F:20])[C:3]1[CH:8]=[C:7]([C:9]2[CH:14]=[CH:13][C:12]([N+:15]([O-:17])=[O:16])=[CH:11][CH:10]=2)[N:6]=[C:5]([C:45]2[CH:46]=[CH:47][C:42]([C:41]([F:52])([F:51])[F:40])=[CH:43][CH:44]=2)[N:4]=1. Given the reactants [F:1][C:2]([F:21])([F:20])[C:3]1[CH:8]=[C:7]([C:9]2[CH:14]=[CH:13][C:12]([N+:15]([O-:17])=[O:16])=[CH:11][CH:10]=2)[N:6]=[C:5](SC)[N:4]=1.[N+](C1C=CC(C(=O)CC(=O)C(F)(F)F)=CC=1)([O-])=O.[F:40][C:41]([F:52])([F:51])[C:42]1[CH:47]=[CH:46][C:45](B(O)O)=[CH:44][CH:43]=1.O1C=CC=C1P(C1OC=CC=1)C1OC=CC=1, predict the reaction product. (7) Given the reactants [Si:1]([O:8][C@H:9]1[CH2:18][C:17]([CH3:20])([CH3:19])[CH2:16][C:15]2[N:14]=[C:13]([CH:21]([CH3:23])[CH3:22])[C:12]([CH:24]=[O:25])=[C:11]([I:26])[C:10]1=2)([C:4]([CH3:7])([CH3:6])[CH3:5])([CH3:3])[CH3:2].I[C:28]1[CH:33]=[CH:32][C:31]([CH2:34][CH:35]([CH3:37])[CH3:36])=[CH:30][CH:29]=1, predict the reaction product. The product is: [Si:1]([O:8][C@H:9]1[CH2:18][C:17]([CH3:19])([CH3:20])[CH2:16][C:15]2[N:14]=[C:13]([CH:21]([CH3:22])[CH3:23])[C:12]([C@H:24]([C:28]3[CH:33]=[CH:32][C:31]([CH2:34][CH:35]([CH3:37])[CH3:36])=[CH:30][CH:29]=3)[OH:25])=[C:11]([I:26])[C:10]1=2)([C:4]([CH3:5])([CH3:6])[CH3:7])([CH3:3])[CH3:2]. (8) Given the reactants [CH2:1]([N:4]([CH2:21][CH2:22][CH3:23])[CH2:5][CH2:6][CH2:7][CH2:8][N:9]1[CH2:18][CH2:17][C:16]2[C:11](=[CH:12][CH:13]=[C:14]([CH2:19][OH:20])[CH:15]=2)[CH2:10]1)[CH2:2][CH3:3].C(N(CC)CC)C.O, predict the reaction product. The product is: [CH2:21]([N:4]([CH2:1][CH2:2][CH3:3])[CH2:5][CH2:6][CH2:7][CH2:8][N:9]1[CH2:18][CH2:17][C:16]2[C:11](=[CH:12][CH:13]=[C:14]([CH:19]=[O:20])[CH:15]=2)[CH2:10]1)[CH2:22][CH3:23]. (9) Given the reactants [CH3:1][O:2][C:3]1[CH:14]=[CH:13][CH:12]=[C:11]([O:15][CH3:16])[C:4]=1[O:5][CH2:6][C@H:7]([OH:10])[CH2:8][OH:9].[CH2:17](N(CC)CC)C.[CH3:24][S:25](Cl)(=[O:27])=[O:26].[OH:29][S:30]([O-:33])(=O)=O.[Na+], predict the reaction product. The product is: [CH3:16][O:15][C:11]1[CH:12]=[CH:13][CH:14]=[C:3]([O:2][CH3:1])[C:4]=1[O:5][CH2:6][C@H:7]([O:10][S:30]([CH3:17])(=[O:33])=[O:29])[CH2:8][O:9][S:25]([CH3:24])(=[O:27])=[O:26].